From a dataset of Reaction yield outcomes from USPTO patents with 853,638 reactions. Predict the reaction yield, written as a fraction of the theoretical maximum amount of product (1.0 means a 100% yield; for example, 0.34 means a 34% yield). (1) The catalyst is C(O)C. The reactants are [CH:1]1([CH:7]([NH:22][C:23]2[CH:28]=[CH:27][C:26]([C:29]([N:31]([CH3:39])[CH2:32][CH2:33][C:34]([O:36]CC)=[O:35])=[O:30])=[CH:25][CH:24]=2)[C:8]2[S:16][C:15]3[C:10](=[N:11][CH:12]=[C:13]([C:17]([F:20])([F:19])[F:18])[CH:14]=3)[C:9]=2[CH3:21])[CH2:6][CH2:5][CH2:4][CH2:3][CH2:2]1.O1CCCC1.[OH-].[Na+]. The product is [CH:1]1([CH:7]([NH:22][C:23]2[CH:24]=[CH:25][C:26]([C:29]([N:31]([CH3:39])[CH2:32][CH2:33][C:34]([OH:36])=[O:35])=[O:30])=[CH:27][CH:28]=2)[C:8]2[S:16][C:15]3[C:10](=[N:11][CH:12]=[C:13]([C:17]([F:20])([F:19])[F:18])[CH:14]=3)[C:9]=2[CH3:21])[CH2:6][CH2:5][CH2:4][CH2:3][CH2:2]1. The yield is 0.960. (2) The reactants are Cl.[CH3:2][O:3][CH2:4][C:5]([NH2:7])=[NH:6].C([C:10](CC)([C:14]([O-])=[O:15])[C:11]([O-])=[O:12])C.[H-].[Na+]. The catalyst is CCO. The product is [CH3:2][O:3][CH2:4][C:5]1[N:7]=[C:11]([OH:12])[CH:10]=[C:14]([OH:15])[N:6]=1. The yield is 0.800. (3) The reactants are [OH:1][CH2:2][CH2:3][C:4](=O)[CH3:5].[CH2:7]([SH:14])[C:8]1[CH:13]=[CH:12][CH:11]=[CH:10][CH:9]=1.[N+:15]([CH3:18])([O-:17])=[O:16].C(N)CN. The catalyst is C(#N)C. The product is [CH2:7]([S:14][C:4]([CH3:5])([CH2:18][N+:15]([O-:17])=[O:16])[CH2:3][CH2:2][OH:1])[C:8]1[CH:13]=[CH:12][CH:11]=[CH:10][CH:9]=1. The yield is 0.390. (4) The reactants are [CH3:1][O:2][C:3](=[O:21])[C:4]1[CH:9]=[C:8]([C:10](=[O:12])[CH3:11])[CH:7]=[CH:6][C:5]=1[O:13][CH2:14][C:15]1[CH:20]=[CH:19][CH:18]=[CH:17][CH:16]=1.[Br:22]Br.C(OCC)C. The catalyst is C(Cl)(Cl)Cl.C1(C)C=CC=CC=1. The product is [CH3:1][O:2][C:3](=[O:21])[C:4]1[CH:9]=[C:8]([C:10](=[O:12])[CH2:11][Br:22])[CH:7]=[CH:6][C:5]=1[O:13][CH2:14][C:15]1[CH:16]=[CH:17][CH:18]=[CH:19][CH:20]=1. The yield is 0.550. (5) The reactants are [CH3:1][C:2]([CH3:19])([CH3:18])[C:3]#[C:4][C:5]1[CH:14]=[C:13]([N+:15]([O-:17])=[O:16])[CH:12]=[CH:11][C:6]=1[C:7]([O:9]C)=[O:8]. The catalyst is CO. The product is [CH3:1][C:2]([CH3:19])([CH3:18])[C:3]#[C:4][C:5]1[CH:14]=[C:13]([N+:15]([O-:17])=[O:16])[CH:12]=[CH:11][C:6]=1[C:7]([OH:9])=[O:8]. The yield is 0.910.